This data is from Reaction yield outcomes from USPTO patents with 853,638 reactions. The task is: Predict the reaction yield, written as a fraction of the theoretical maximum amount of product (1.0 means a 100% yield; for example, 0.34 means a 34% yield). The reactants are [NH2:1][C:2]1[C:7]([CH3:9])([CH3:8])[S:6](=[O:11])(=[O:10])[CH2:5][C:4]([C:13]2[CH:18]=[C:17]([N+:19]([O-:21])=[O:20])[CH:16]=[CH:15][C:14]=2[F:22])([CH3:12])[N:3]=1.[C:23](O[C:23]([O:25][C:26]([CH3:29])([CH3:28])[CH3:27])=[O:24])([O:25][C:26]([CH3:29])([CH3:28])[CH3:27])=[O:24].C([O-])(O)=O.[Na+]. The catalyst is O1CCOCC1.CCOC(C)=O.O. The product is [F:22][C:14]1[CH:15]=[CH:16][C:17]([N+:19]([O-:21])=[O:20])=[CH:18][C:13]=1[C:4]1([CH3:12])[CH2:5][S:6](=[O:10])(=[O:11])[C:7]([CH3:9])([CH3:8])[C:2]([NH:1][C:23](=[O:24])[O:25][C:26]([CH3:29])([CH3:28])[CH3:27])=[N:3]1. The yield is 0.840.